From a dataset of Reaction yield outcomes from USPTO patents with 853,638 reactions. Predict the reaction yield, written as a fraction of the theoretical maximum amount of product (1.0 means a 100% yield; for example, 0.34 means a 34% yield). (1) The product is [F:1][C:2]1[CH:3]=[C:4]([C:5]2[O:6][CH:12]=[CH:13][N:7]=2)[CH:8]=[CH:9][C:10]=1[CH3:11]. The reactants are [F:1][C:2]1[CH:3]=[C:4]([CH:8]=[CH:9][C:10]=1[CH3:11])[C:5]([NH2:7])=[O:6].[CH2:12](OC(OCC)CBr)[CH3:13]. The catalyst is COCCOCCOC.C(OCC)(=O)C. The yield is 0.630. (2) The reactants are [CH:1]1([N:6]([CH2:11][CH2:12][C:13]2[CH:18]=[CH:17][C:16]([O:19][CH3:20])=[CH:15][CH:14]=2)[C:7](=O)[O:8]C)[CH2:5][CH2:4][CH2:3][CH2:2]1.O=P12OP3(OP(OP(O3)(O1)=O)(=O)O2)=O. The catalyst is O=P(Cl)(Cl)Cl. The product is [CH:1]1([N:6]2[CH2:11][CH2:12][C:13]3[C:18](=[CH:17][C:16]([O:19][CH3:20])=[CH:15][CH:14]=3)[C:7]2=[O:8])[CH2:5][CH2:4][CH2:3][CH2:2]1. The yield is 0.950. (3) The reactants are [F:1][C:2]1[CH:7]=[CH:6][C:5]([F:8])=[CH:4][C:3]=1[C@H:9]1[CH2:13][CH2:12][CH2:11][N:10]1[C:14]1[CH:19]=[CH:18][N:17]2[N:20]=[CH:21][C:22]([NH2:23])=[C:16]2[N:15]=1.[N:24]1[CH:29]=[CH:28][CH:27]=[N:26][C:25]=1[C:30](O)=[O:31].CN(C(ON1N=NC2C=CC=NC1=2)=[N+](C)C)C.F[P-](F)(F)(F)(F)F.CCN(C(C)C)C(C)C. The catalyst is CS(C)=O.CCOC(C)=O.CN(C=O)C. The product is [F:1][C:2]1[CH:7]=[CH:6][C:5]([F:8])=[CH:4][C:3]=1[C@H:9]1[CH2:13][CH2:12][CH2:11][N:10]1[C:14]1[CH:19]=[CH:18][N:17]2[N:20]=[CH:21][C:22]([NH:23][C:30]([C:25]3[N:26]=[CH:27][CH:28]=[CH:29][N:24]=3)=[O:31])=[C:16]2[N:15]=1. The yield is 0.0900. (4) The reactants are [CH:1]1[C:13]2[C:12]3([C:25]4[CH:24]=[CH:23][CH:22]=[CH:21][C:20]=4[C:19]4[C:14]3=[CH:15][CH:16]=[CH:17][CH:18]=4)[C:11]3[C:6](=[CH:7][CH:8]=[CH:9][CH:10]=3)[C:5]=2[CH:4]=[CH:3][CH:2]=1.[Br:26]Br.S([O-])(O)=O.[Na+]. The catalyst is [Fe](Cl)(Cl)Cl.O. The product is [Br:26][C:16]1[CH:17]=[CH:18][C:19]2[C:20]3[C:25](=[CH:24][CH:23]=[CH:22][CH:21]=3)[C:12]3([C:11]4[CH:10]=[CH:9][CH:8]=[CH:7][C:6]=4[C:5]4[C:13]3=[CH:1][CH:2]=[CH:3][CH:4]=4)[C:14]=2[CH:15]=1. The yield is 0.780.